From a dataset of Full USPTO retrosynthesis dataset with 1.9M reactions from patents (1976-2016). Predict the reactants needed to synthesize the given product. (1) Given the product [Br:21][C:5]1[S:6][C:7]2[CH2:8][N:9]([C:14]([O:16][C:17]([CH3:20])([CH3:19])[CH3:18])=[O:15])[CH2:10][CH2:11][O:12][C:13]=2[C:4]=1[CH:1]1[CH2:2][CH2:3]1, predict the reactants needed to synthesize it. The reactants are: [CH:1]1([C:4]2[C:13]3[O:12][CH2:11][CH2:10][N:9]([C:14]([O:16][C:17]([CH3:20])([CH3:19])[CH3:18])=[O:15])[CH2:8][C:7]=3[S:6][CH:5]=2)[CH2:3][CH2:2]1.[Br:21]N1C(=O)CCC1=O.S([O-])([O-])(=O)=S.[Na+].[Na+]. (2) Given the product [NH2:21][C:2]1[CH:7]=[C:6]([N:8]2[CH2:13][CH2:12][N:11]([CH3:14])[CH2:10][CH2:9]2)[CH:5]=[CH:4][C:3]=1[C:15](=[O:17])[CH3:16], predict the reactants needed to synthesize it. The reactants are: O[C:2]1[CH:7]=[C:6]([N:8]2[CH2:13][CH2:12][N:11]([CH3:14])[CH2:10][CH2:9]2)[CH:5]=[CH:4][C:3]=1[C:15](=[O:17])[CH3:16].CC([N:21](C)C)=O.BrC(C)(C)C(N)=O.[OH-].[Na+]. (3) Given the product [CH2:6]([O:8][C:9]1[C@H:10]([CH:18]([CH3:20])[CH3:19])[N:11]=[C:12]([O:15][CH2:16][CH3:17])[C@@H:13]([CH2:30][CH2:29][CH2:28][CH2:27][Br:26])[N:14]=1)[CH3:7], predict the reactants needed to synthesize it. The reactants are: C([Li])CCC.[CH2:6]([O:8][C:9]1[C@H:10]([CH:18]([CH3:20])[CH3:19])[N:11]=[C:12]([O:15][CH2:16][CH3:17])[CH2:13][N:14]=1)[CH3:7].C1COCC1.[Br:26][CH2:27][CH2:28][CH2:29][CH2:30]Br. (4) The reactants are: C(OC([N:8]1[CH2:13][CH2:12][CH2:11][C@@H:10]([N:14]2[C:23]3[C:18](=[CH:19][C:20]([C:24]4[CH:25]=[N:26][C:27]([NH:39][C:40]([NH:42][CH2:43][CH3:44])=[O:41])=[CH:28][C:29]=4[C:30]4[S:31][CH:32]=[C:33]([C:35]([F:38])([F:37])[F:36])[N:34]=4)=[CH:21][N:22]=3)[C:17](=[O:45])[C:16]([C:46]([O:48][CH2:49][CH3:50])=[O:47])=[CH:15]2)[CH2:9]1)=O)(C)(C)C.Cl. Given the product [CH2:43]([NH:42][C:40](=[O:41])[NH:39][C:27]1[N:26]=[CH:25][C:24]([C:20]2[CH:19]=[C:18]3[C:23](=[N:22][CH:21]=2)[N:14]([C@@H:10]2[CH2:11][CH2:12][CH2:13][NH:8][CH2:9]2)[CH:15]=[C:16]([C:46]([O:48][CH2:49][CH3:50])=[O:47])[C:17]3=[O:45])=[C:29]([C:30]2[S:31][CH:32]=[C:33]([C:35]([F:37])([F:36])[F:38])[N:34]=2)[CH:28]=1)[CH3:44], predict the reactants needed to synthesize it. (5) Given the product [CH3:23][S:24][C:25]1[N:27]=[C:5]([C:7]2[CH:12]=[CH:11][C:10]([S:13][CH3:14])=[CH:9][N:8]=2)[CH:4]=[C:3]([C:2]([F:17])([F:16])[F:1])[N:26]=1, predict the reactants needed to synthesize it. The reactants are: [F:1][C:2]([F:17])([F:16])[C:3](=O)[CH2:4][C:5]([C:7]1[CH:12]=[CH:11][C:10]([S:13][CH3:14])=[CH:9][N:8]=1)=O.S(O)(O)(=O)=O.[CH3:23][S:24][C:25](=[NH:27])[NH2:26].C([O-])(=O)C.[Na+].O. (6) Given the product [OH:1][C:2]1[C:9]([OH:10])=[CH:8][C:5]([C:6]#[N:7])=[C:4]([S:11]([C:12]2[CH:17]=[CH:16][C:15]([CH3:18])=[CH:14][CH:13]=2)=[O:29])[C:3]=1[C:19]#[N:20], predict the reactants needed to synthesize it. The reactants are: [OH:1][C:2]1[C:9]([OH:10])=[CH:8][C:5]([C:6]#[N:7])=[C:4]([S:11][C:12]2[CH:17]=[CH:16][C:15]([CH3:18])=[CH:14][CH:13]=2)[C:3]=1[C:19]#[N:20].C1C=C(Cl)C=C(C(OO)=[O:29])C=1. (7) Given the product [Cl:26][C:24]1[CH:23]=[CH:22][N:21]=[C:3]([CH2:4][P:5](=[O:12])([O:6][CH2:7][CH3:8])[O:9][CH2:10][CH3:11])[N:25]=1, predict the reactants needed to synthesize it. The reactants are: FC1C=CC(F)=C[C:3]=1[CH2:4][P:5](=[O:12])([O:9][CH2:10][CH3:11])[O:6][CH2:7][CH3:8].BrCC1[N:25]=[C:24]([Cl:26])[CH:23]=[CH:22][N:21]=1.O.C(O)(C(F)(F)F)=O. (8) Given the product [C:1]([O:4][CH2:5][C@:6]1([OH:30])[C@H:11]([CH3:12])[CH2:10][C@H:9]([C:13]2[CH:18]=[CH:17][N:16]=[CH:15][C:14]=2[NH2:19])[CH2:8][C@@H:7]1[O:22][Si:23]([C:26]([CH3:29])([CH3:28])[CH3:27])([CH3:25])[CH3:24])(=[O:3])[CH3:2].[C:33]([O:36][CH2:37][C@@:38]1([OH:60])[C@@H:43]([CH3:44])[CH2:42][C@@H:41]([C:45]2[CH:50]=[CH:49][N:48]=[CH:47][C:46]=2[NH2:51])[CH2:40][C@H:39]1[O:52][Si:53]([C:56]([CH3:59])([CH3:58])[CH3:57])([CH3:55])[CH3:54])(=[O:35])[CH3:34], predict the reactants needed to synthesize it. The reactants are: [C:1]([O:4][CH2:5][C@@:6]1([OH:30])[C@@H:11]([CH3:12])[CH2:10][C:9]([C:13]2[CH:18]=[CH:17][N:16]=[CH:15][C:14]=2[N+:19]([O-])=O)=[CH:8][C@H:7]1[O:22][Si:23]([C:26]([CH3:29])([CH3:28])[CH3:27])([CH3:25])[CH3:24])(=[O:3])[CH3:2].[H][H].[C:33]([O:36][CH2:37][C@@:38]1([OH:60])[C@@H:43]([CH3:44])[CH2:42][C@@H:41]([C:45]2[CH:50]=[CH:49][N:48]=[CH:47][C:46]=2[NH2:51])[CH2:40][C@H:39]1[O:52][Si:53]([C:56]([CH3:59])([CH3:58])[CH3:57])([CH3:55])[CH3:54])(=[O:35])[CH3:34].CO. (9) Given the product [Cl:22][C:20]1[CH:21]=[C:16]([C:15]2[O:28][C:10]3[CH:9]=[C:8]([O:7][CH2:6][C@@H:5]([NH:4][C:1](=[O:3])[CH3:2])[CH3:30])[N:13]=[CH:12][C:11]=3[N:14]=2)[CH:17]=[N:18][C:19]=1[O:23][CH2:24][CH:25]1[CH2:27][CH2:26]1, predict the reactants needed to synthesize it. The reactants are: [C:1]([NH:4][C@@H:5]([CH3:30])[CH2:6][O:7][C:8]1[N:13]=[CH:12][C:11]([NH:14][C:15](=[O:28])[C:16]2[CH:21]=[C:20]([Cl:22])[C:19]([O:23][CH2:24][CH:25]3[CH2:27][CH2:26]3)=[N:18][CH:17]=2)=[C:10](Cl)[CH:9]=1)(=[O:3])[CH3:2].C(=O)([O-])[O-].[K+].[K+].O.